Dataset: Reaction yield outcomes from USPTO patents with 853,638 reactions. Task: Predict the reaction yield, written as a fraction of the theoretical maximum amount of product (1.0 means a 100% yield; for example, 0.34 means a 34% yield). (1) No catalyst specified. The reactants are [F:1][C:2]1[CH:3]=[N:4][C:5]([O:11][CH3:12])=[C:6]([CH:10]=1)[C:7]([OH:9])=O.C([N:20]1[CH:24]=CN=C1)(N1C=CN=C1)=O.[O:25]1CCC[CH2:26]1. The product is [F:1][C:2]1[CH:3]=[N:4][C:5]([O:11][CH3:12])=[C:6]([CH:10]=1)[C:7]([N:20]([O:25][CH3:26])[CH3:24])=[O:9]. The yield is 0.430. (2) The reactants are CCN(C(C)C)C(C)C.[NH2:10][N:11]1[CH:15]=[CH:14][C:13]([Br:16])=[C:12]1[C:17]([NH:19][C:20]1[CH:25]=[CH:24][CH:23]=[CH:22][CH:21]=1)=[O:18].[CH2:26]([O:33][C:34]([NH:36][CH2:37][C:38](O)=[O:39])=[O:35])[C:27]1[CH:32]=[CH:31][CH:30]=[CH:29][CH:28]=1.C(P1(=O)OP(CCC)(=O)OP(CCC)(=O)O1)CC. The catalyst is C(OCC)(=O)C. The product is [Br:16][C:13]1[CH:14]=[CH:15][N:11]([NH:10][C:38](=[O:39])[CH2:37][NH:36][C:34](=[O:35])[O:33][CH2:26][C:27]2[CH:32]=[CH:31][CH:30]=[CH:29][CH:28]=2)[C:12]=1[C:17](=[O:18])[NH:19][C:20]1[CH:21]=[CH:22][CH:23]=[CH:24][CH:25]=1. The yield is 0.410. (3) The reactants are [CH3:1][CH2:2][O-:3].[Na+].Br[CH2:6][CH2:7][CH2:8][O:9][C:10]1[CH:15]=[CH:14][CH:13]=[CH:12][CH:11]=1. The catalyst is CCO. The product is [CH2:2]([O:3][CH2:6][CH2:7][CH2:8][O:9][C:10]1[CH:15]=[CH:14][CH:13]=[CH:12][CH:11]=1)[CH3:1]. The yield is 0.600.